This data is from Forward reaction prediction with 1.9M reactions from USPTO patents (1976-2016). The task is: Predict the product of the given reaction. (1) Given the reactants [CH2:1]([O:8][C@@H:9]1[C@@H:15]([O:16][CH2:17][C:18]2[CH:23]=[CH:22][CH:21]=[CH:20][CH:19]=2)[C@H:14]([O:24][CH2:25][C:26]2[CH:31]=[CH:30][CH:29]=[CH:28][CH:27]=2)[C@@H:13]([CH2:32][O:33][CH2:34][C:35]2[CH:40]=[CH:39][CH:38]=[CH:37][CH:36]=2)[O:12][C:10]1([C:41]1[CH:46]=[C:45]([CH:47](O)[C:48]2[CH:53]=[CH:52][C:51]([CH2:54][CH2:55][NH:56][C:57]([C:70]3[CH:75]=[CH:74][CH:73]=[CH:72][CH:71]=3)([C:64]3[CH:69]=[CH:68][CH:67]=[CH:66][CH:65]=3)[C:58]3[CH:63]=[CH:62][CH:61]=[CH:60][CH:59]=3)=[CH:50][CH:49]=2)[C:44]([CH3:77])=[CH:43][C:42]=1[O:78][CH2:79][C:80]1[CH:85]=[CH:84][CH:83]=[CH:82][CH:81]=1)O)[C:2]1[CH:7]=[CH:6][CH:5]=[CH:4][CH:3]=1.[SiH](CC)(CC)CC.B(F)(F)F.CCOCC.C(=O)(O)[O-].[Na+], predict the reaction product. The product is: [CH2:1]([O:8][C@@H:9]1[C@@H:15]([O:16][CH2:17][C:18]2[CH:19]=[CH:20][CH:21]=[CH:22][CH:23]=2)[C@H:14]([O:24][CH2:25][C:26]2[CH:27]=[CH:28][CH:29]=[CH:30][CH:31]=2)[C@@H:13]([CH2:32][O:33][CH2:34][C:35]2[CH:40]=[CH:39][CH:38]=[CH:37][CH:36]=2)[O:12][C@H:10]1[C:41]1[CH:46]=[C:45]([CH2:47][C:48]2[CH:49]=[CH:50][C:51]([CH2:54][CH2:55][NH:56][C:57]([C:58]3[CH:63]=[CH:62][CH:61]=[CH:60][CH:59]=3)([C:70]3[CH:71]=[CH:72][CH:73]=[CH:74][CH:75]=3)[C:64]3[CH:65]=[CH:66][CH:67]=[CH:68][CH:69]=3)=[CH:52][CH:53]=2)[C:44]([CH3:77])=[CH:43][C:42]=1[O:78][CH2:79][C:80]1[CH:81]=[CH:82][CH:83]=[CH:84][CH:85]=1)[C:2]1[CH:7]=[CH:6][CH:5]=[CH:4][CH:3]=1. (2) Given the reactants [C:1]([CH2:3][C:4]([NH:6][CH:7]([C:11]1[CH:16]=[CH:15][C:14]([O:17][CH2:18][CH2:19][N:20]([CH2:23][CH3:24])[CH2:21][CH3:22])=[CH:13][CH:12]=1)[CH2:8][CH2:9][CH3:10])=[O:5])#[N:2].NCCC(O)=O.O.[Br:32][C:33]1[N:38]=[C:37]([CH:39]=O)[CH:36]=[CH:35][CH:34]=1, predict the reaction product. The product is: [Br:32][C:33]1[N:38]=[C:37](/[CH:39]=[C:3](\[C:1]#[N:2])/[C:4]([NH:6][CH:7]([C:11]2[CH:12]=[CH:13][C:14]([O:17][CH2:18][CH2:19][N:20]([CH2:23][CH3:24])[CH2:21][CH3:22])=[CH:15][CH:16]=2)[CH2:8][CH2:9][CH3:10])=[O:5])[CH:36]=[CH:35][CH:34]=1. (3) Given the reactants [CH2:1]([C:8]1[CH:9]=[N:10][C:11]2[C:16]([C:17]=1[C:18]1[CH:19]=[C:20]([NH2:24])[CH:21]=[CH:22][CH:23]=1)=[CH:15][CH:14]=[CH:13][C:12]=2[C:25]([F:28])([F:27])[F:26])[C:2]1[CH:7]=[CH:6][CH:5]=[CH:4][CH:3]=1.[CH2:29]([O:31][C:32]1[C:33]([OH:40])=[CH:34][CH:35]=[C:36]([CH:39]=1)[CH:37]=O)[CH3:30].[BH-](OC(C)=O)(OC(C)=O)OC(C)=O.[Na+].C(O)(=O)C, predict the reaction product. The product is: [CH2:1]([C:8]1[CH:9]=[N:10][C:11]2[C:16]([C:17]=1[C:18]1[CH:19]=[C:20]([NH:24][CH2:37][C:36]3[CH:35]=[CH:34][C:33]([OH:40])=[C:32]([O:31][CH2:29][CH3:30])[CH:39]=3)[CH:21]=[CH:22][CH:23]=1)=[CH:15][CH:14]=[CH:13][C:12]=2[C:25]([F:28])([F:26])[F:27])[C:2]1[CH:3]=[CH:4][CH:5]=[CH:6][CH:7]=1. (4) Given the reactants [CH2:1]([C:8]([CH2:15][S:16][CH3:17])(C(O)=O)[C:9]([OH:11])=[O:10])[C:2]1[CH:7]=[CH:6][CH:5]=[CH:4][CH:3]=1.C(C(CSC)(C(OCC)=O)C(OCC)=O)C1C=CC=CC=1.CO.Cl, predict the reaction product. The product is: [CH3:17][S:16][CH2:15][CH:8]([CH2:1][C:2]1[CH:3]=[CH:4][CH:5]=[CH:6][CH:7]=1)[C:9]([OH:11])=[O:10]. (5) Given the reactants [Cl:1][C:2]1[CH:3]=[CH:4][C:5]([C:28]([F:31])([F:30])[F:29])=[C:6]([CH:27]=1)[CH2:7][N:8]1[CH2:13][CH2:12][NH:11][C:10]2[N:14]=[CH:15][C:16]([C:18]3[CH:26]=[CH:25][C:21]([C:22]([OH:24])=O)=[CH:20][CH:19]=3)=[CH:17][C:9]1=2.[NH2:32][CH2:33][C:34]1[CH:39]=[CH:38][C:37]([C:40]2[CH:45]=[CH:44][CH:43]=[CH:42][CH:41]=2)=[CH:36][CH:35]=1, predict the reaction product. The product is: [C:37]1([C:40]2[CH:41]=[CH:42][CH:43]=[CH:44][CH:45]=2)[CH:36]=[CH:35][C:34]([CH2:33][NH:32][C:22](=[O:24])[C:21]2[CH:25]=[CH:26][C:18]([C:16]3[CH:15]=[N:14][C:10]4[NH:11][CH2:12][CH2:13][N:8]([CH2:7][C:6]5[CH:27]=[C:2]([Cl:1])[CH:3]=[CH:4][C:5]=5[C:28]([F:31])([F:29])[F:30])[C:9]=4[CH:17]=3)=[CH:19][CH:20]=2)=[CH:39][CH:38]=1. (6) Given the reactants Cl.[C:2]([OH:9])(=O)[CH2:3]/[CH:4]=[CH:5]/[CH2:6][CH3:7].[NH2:10][C@@H:11]([CH2:29][O:30][CH2:31][C:32]1[CH:37]=[CH:36][CH:35]=[CH:34][CH:33]=1)[C:12]([NH:14][C:15]1[CH:20]=[CH:19][C:18]([O:21][C:22]2[CH:27]=[CH:26][C:25]([F:28])=[CH:24][CH:23]=2)=[CH:17][CH:16]=1)=[O:13], predict the reaction product. The product is: [CH2:31]([O:30][CH2:29][C@H:11]([NH:10][C:2](=[O:9])[CH2:3]/[CH:4]=[CH:5]/[CH2:6][CH3:7])[C:12]([NH:14][C:15]1[CH:20]=[CH:19][C:18]([O:21][C:22]2[CH:27]=[CH:26][C:25]([F:28])=[CH:24][CH:23]=2)=[CH:17][CH:16]=1)=[O:13])[C:32]1[CH:37]=[CH:36][CH:35]=[CH:34][CH:33]=1. (7) The product is: [F:26][C:2]([F:1])([F:25])[C:3]1[N:4]=[C:5]([NH:8][C:9]([C:11]2[C:16]([NH:17][C:18]3[CH:19]=[N:20][CH:21]=[C:22]([C:31]#[N:32])[CH:23]=3)=[CH:15][CH:14]=[C:13]([CH3:24])[N:12]=2)=[O:10])[S:6][CH:7]=1. Given the reactants [F:1][C:2]([F:26])([F:25])[C:3]1[N:4]=[C:5]([NH:8][C:9]([C:11]2[C:16]([NH:17][C:18]3[CH:19]=[N:20][CH:21]=[CH:22][CH:23]=3)=[CH:15][CH:14]=[C:13]([CH3:24])[N:12]=2)=[O:10])[S:6][CH:7]=1.BrC1C=C(C#N)[CH:31]=[N:32]C=1, predict the reaction product. (8) Given the reactants Br[C:2]1[CH:3]=[CH:4][C:5]([F:8])=[N:6][CH:7]=1.[CH3:9][C:10]1[CH:14]=[C:13]([Sn](CCCC)(CCCC)CCCC)[O:12][N:11]=1.C1CCC(P(C2C(C3C=CC=CC=3)=CC=CC=2)C2CCCCC2)CC1.CN(C=O)C, predict the reaction product. The product is: [F:8][C:5]1[CH:4]=[CH:3][C:2]([C:13]2[O:12][N:11]=[C:10]([CH3:9])[CH:14]=2)=[CH:7][N:6]=1. (9) Given the reactants [CH3:1][N:2]1[C:6]2[CH:7]=[C:8]([CH3:12])[C:9]([CH3:11])=[CH:10][C:5]=2[N:4]=[CH:3]1.C([Li])(C)(C)C.C1C(=O)N([I:25])C(=O)C1, predict the reaction product. The product is: [CH3:1][N:2]1[C:6]2[CH:7]=[C:8]([CH3:12])[C:9]([CH3:11])=[CH:10][C:5]=2[N:4]=[C:3]1[I:25].